Dataset: Reaction yield outcomes from USPTO patents with 853,638 reactions. Task: Predict the reaction yield, written as a fraction of the theoretical maximum amount of product (1.0 means a 100% yield; for example, 0.34 means a 34% yield). (1) The product is [Br:7][C:8]1[C:16]([O:17][C:18]2[CH:23]=[CH:22][C:21]([F:24])=[CH:20][C:19]=2[F:25])=[CH:15][C:11]([C:12]([NH2:36])=[O:13])=[C:10]([NH:26][S:27]([CH2:30][CH3:31])(=[O:29])=[O:28])[CH:9]=1. The catalyst is C(OCC)(=O)C.CN(C)C=O. The yield is 0.820. The reactants are C(Cl)(=O)C(Cl)=O.[Br:7][C:8]1[C:16]([O:17][C:18]2[CH:23]=[CH:22][C:21]([F:24])=[CH:20][C:19]=2[F:25])=[CH:15][C:11]([C:12](O)=[O:13])=[C:10]([NH:26][S:27]([CH2:30][CH3:31])(=[O:29])=[O:28])[CH:9]=1.ClCCl.[OH-].[NH4+:36]. (2) The reactants are [NH2:1][C:2]1[CH:7]=[CH:6][C:5]([N+:8]([O-:10])=[O:9])=[CH:4][C:3]=1[C:11]#[C:12][C:13]([CH3:19])([CH3:18])[C:14]([O:16][CH3:17])=[O:15].N1C=CC=CC=1.[C:26](Cl)(=[O:30])[CH2:27][CH2:28][CH3:29]. The catalyst is C(Cl)Cl. The product is [C:26]([NH:1][C:2]1[CH:7]=[CH:6][C:5]([N+:8]([O-:10])=[O:9])=[CH:4][C:3]=1[C:11]#[C:12][C:13]([CH3:19])([CH3:18])[C:14]([O:16][CH3:17])=[O:15])(=[O:30])[CH2:27][CH2:28][CH3:29]. The yield is 0.450. (3) The reactants are [CH3:1][N:2]1[C:10]2[C:5](=[CH:6][CH:7]=[CH:8][C:9]=2[CH3:11])[CH:4]=[C:3]1[CH2:12][NH:13][CH3:14].CNCC1C=CC2C(=CC=CC=2)C=1CCC.[ClH:31].[NH2:32][C:33]1[N:38]=[CH:37][C:36](/[CH:39]=[CH:40]/[C:41]([OH:43])=O)=[CH:35][C:34]=1[CH2:44][N:45]1[CH2:50][CH2:49][O:48][CH2:47][CH2:46]1.Cl.CN1CC2C=C(/C=C/C(O)=O)C=NC=2NC(=O)C1. No catalyst specified. The product is [ClH:31].[NH2:32][C:33]1[N:38]=[CH:37][C:36](/[CH:39]=[CH:40]/[C:41]([N:13]([CH2:12][C:3]2[N:2]([CH3:1])[C:10]3[C:5]([CH:4]=2)=[CH:6][CH:7]=[CH:8][C:9]=3[CH3:11])[CH3:14])=[O:43])=[CH:35][C:34]=1[CH2:44][N:45]1[CH2:50][CH2:49][O:48][CH2:47][CH2:46]1. The yield is 0.800. (4) The reactants are [N:1]1[CH:6]=[CH:5][CH:4]=[CH:3][C:2]=1[C:7]1[N:11]=[C:10]([C:12]2[CH:17]=[C:16]([C:18]#[N:19])[CH:15]=[C:14](Br)[CH:13]=2)[O:9][N:8]=1.[N:21]1[CH:26]=[CH:25][C:24](B(O)O)=[CH:23][CH:22]=1.COCCOC.C(=O)([O-])[O-].[Na+].[Na+]. The catalyst is C(Cl)(Cl)Cl.[Pd].C1(P(C2C=CC=CC=2)C2C=CC=CC=2)C=CC=CC=1.C1(P(C2C=CC=CC=2)C2C=CC=CC=2)C=CC=CC=1.C1(P(C2C=CC=CC=2)C2C=CC=CC=2)C=CC=CC=1.C1(P(C2C=CC=CC=2)C2C=CC=CC=2)C=CC=CC=1. The product is [N:1]1[CH:6]=[CH:5][CH:4]=[CH:3][C:2]=1[C:7]1[N:11]=[C:10]([C:12]2[CH:13]=[C:14]([C:24]3[CH:25]=[CH:26][N:21]=[CH:22][CH:23]=3)[CH:15]=[C:16]([C:18]#[N:19])[CH:17]=2)[O:9][N:8]=1. The yield is 0.0900. (5) The reactants are [CH3:1][C:2]1[N:7]=[CH:6][C:5](N)=[CH:4][CH:3]=1.[ClH:9].N([O-])=O.[Na+].[S:14]([O-:17])(O)=[O:15].[Na+]. The catalyst is O.S([O-])([O-])(=O)=O.[Cu+2]. The product is [CH3:1][C:2]1[N:7]=[CH:6][C:5]([S:14]([Cl:9])(=[O:17])=[O:15])=[CH:4][CH:3]=1. The yield is 0.150.